The task is: Predict the reactants needed to synthesize the given product.. This data is from Full USPTO retrosynthesis dataset with 1.9M reactions from patents (1976-2016). (1) Given the product [Cl:15][C:16]1[CH:21]=[C:20]([CH2:22][OH:23])[CH:19]=[C:18]([OH:24])[C:17]=1[C:25]([C:27]1[CH:32]=[CH:6][C:5]([O:4][CH2:3][CH3:2])=[CH:29][CH:28]=1)=[O:26], predict the reactants needed to synthesize it. The reactants are: O1[CH2:6][CH2:5][O:4][CH2:3][CH2:2]1.O.C(=O)([O-])[O-].[Ca+2].[OH-].[Na+].[Cl:15][C:16]1[CH:21]=[C:20]([CH2:22][OH:23])[CH:19]=[C:18]([OH:24])[C:17]=1[C:25]([C:27]1[CH:32]=CC(OC)=[CH:29][CH:28]=1)=[O:26]. (2) Given the product [CH2:1]([NH:8][CH2:9][C@@H:10]1[O:11][C:12]2=[C:19]3[C:18](=[CH:17][CH:16]=[C:13]2[O:14][CH2:15]1)[NH:24][C:21](=[O:22])[CH2:20]3)[C:2]1[CH:7]=[CH:6][CH:5]=[CH:4][CH:3]=1, predict the reactants needed to synthesize it. The reactants are: [CH2:1]([NH:8][CH2:9][C@H:10]1[CH2:15][O:14][C:13]2[CH:16]=[CH:17][C:18]([N+:24]([O-])=O)=[C:19]([CH2:20][C:21](O)=[O:22])[C:12]=2[O:11]1)[C:2]1[CH:7]=[CH:6][CH:5]=[CH:4][CH:3]=1.Cl.CO.[OH-].[Na+]. (3) The reactants are: Cl.[NH2:2][CH2:3][C:4]1[CH:5]=[C:6](B(O)O)[CH:7]=[CH:8][CH:9]=1.Br[C:14]1[S:18][C:17]([CH2:19][N:20]2[CH2:25][CH2:24][N:23]([C:26]([O-:28])=[O:27])[C@@H:22]([CH3:29])[CH2:21]2)=[CH:16][CH:15]=1.C([O-])([O-])=O.[K+].[K+]. Given the product [NH2:2][CH2:3][C:4]1[CH:5]=[C:6]([C:14]2[S:18][C:17]([CH2:19][N:20]3[CH2:25][CH2:24][N:23]([C:26]([O:28][C:4]([CH3:5])([CH3:9])[CH3:3])=[O:27])[C@@H:22]([CH3:29])[CH2:21]3)=[CH:16][CH:15]=2)[CH:7]=[CH:8][CH:9]=1, predict the reactants needed to synthesize it. (4) The reactants are: [NH2:1][C:2]1[CH:7]=[CH:6][C:5]([S:8][C:9]#N)=[CH:4][C:3]=1[F:11].O.[S-2].[Na+].[Na+].CI. Given the product [F:11][C:3]1[CH:4]=[C:5]([S:8][CH3:9])[CH:6]=[CH:7][C:2]=1[NH2:1], predict the reactants needed to synthesize it. (5) Given the product [CH3:13][C:8]1[C:7]([Sn:18]([CH2:19][CH2:20][CH2:21][CH3:22])([CH2:23][CH2:24][CH2:25][CH3:26])[CH2:14][CH2:15][CH2:16][CH3:17])=[C:11]([CH3:12])[O:10][N:9]=1, predict the reactants needed to synthesize it. The reactants are: [Li]CCCC.I[C:7]1[C:8]([CH3:13])=[N:9][O:10][C:11]=1[CH3:12].[CH2:14]([Sn:18](Cl)([CH2:23][CH2:24][CH2:25][CH3:26])[CH2:19][CH2:20][CH2:21][CH3:22])[CH2:15][CH2:16][CH3:17].